Dataset: Peptide-MHC class I binding affinity with 185,985 pairs from IEDB/IMGT. Task: Regression. Given a peptide amino acid sequence and an MHC pseudo amino acid sequence, predict their binding affinity value. This is MHC class I binding data. The peptide sequence is ELAYYNSCM. The MHC is HLA-B15:03 with pseudo-sequence HLA-B15:03. The binding affinity (normalized) is 0.230.